This data is from Forward reaction prediction with 1.9M reactions from USPTO patents (1976-2016). The task is: Predict the product of the given reaction. (1) Given the reactants [N+:1]([C:4]1[CH:5]=[N:6][NH:7][CH:8]=1)([O-:3])=[O:2].Br[CH2:10][CH2:11][O:12][Si:13]([C:16]([CH3:19])([CH3:18])[CH3:17])([CH3:15])[CH3:14].C(=O)([O-])[O-].[Cs+].[Cs+].CN(C=O)C, predict the reaction product. The product is: [Si:13]([O:12][CH2:11][CH2:10][N:6]1[CH:5]=[C:4]([N+:1]([O-:3])=[O:2])[CH:8]=[N:7]1)([C:16]([CH3:19])([CH3:18])[CH3:17])([CH3:15])[CH3:14]. (2) Given the reactants C1C=C[NH+]=CC=1.[O-][Cr](Cl)(=O)=O.[Cl:12][C:13]1[CH:18]=[CH:17][C:16]([CH2:19][CH2:20][CH2:21][OH:22])=[CH:15][C:14]=1[F:23], predict the reaction product. The product is: [Cl:12][C:13]1[CH:18]=[CH:17][C:16]([CH2:19][CH2:20][CH:21]=[O:22])=[CH:15][C:14]=1[F:23]. (3) Given the reactants [CH3:1][NH:2][C@H:3]([C:8]([OH:10])=[O:9])[CH2:4][C:5]([OH:7])=[O:6].[S:11](=[O:15])(=[O:14])([OH:13])[OH:12], predict the reaction product. The product is: [S:11]([OH:15])([OH:14])(=[O:13])=[O:12].[CH3:1][NH:2][C@H:3]([C:8]([OH:10])=[O:9])[CH2:4][C:5]([OH:7])=[O:6]. (4) Given the reactants [CH2:1]([O:4][CH:5]([C:10]1[N:11]([CH3:18])[N:12]=[CH:13][C:14]=1[N+:15]([O-:17])=[O:16])[CH2:6][C:7]([OH:9])=O)[CH:2]=[CH2:3].[C:19](Cl)(=O)[C:20](Cl)=O.CN(C=O)C.C([Sn](CCCC)(CCCC)CCCC)=C, predict the reaction product. The product is: [CH2:1]([O:4][CH:5]([C:10]1[N:11]([CH3:18])[N:12]=[CH:13][C:14]=1[N+:15]([O-:17])=[O:16])[CH2:6][C:7](=[O:9])[CH:19]=[CH2:20])[CH:2]=[CH2:3]. (5) Given the reactants [Cl:1][C:2]1[CH:7]=[CH:6][C:5]([C:8]2[N:9]=[C:10]3[CH:15]=[CH:14][CH:13]=[CH:12][N:11]3[C:16]=2[CH2:17][N:18]2[CH:23]=[CH:22][C:21](NCC)=[N:20][C:19]2=[O:27])=[CH:4][CH:3]=1.ClC1C=CN(CC2N3C=CC=CC3=NC=2C2C=CC(Cl)=CC=2)C(=O)N=1.[CH3:53][CH2:54][O-:55].[Na+], predict the reaction product. The product is: [Cl:1][C:2]1[CH:3]=[CH:4][C:5]([C:8]2[N:9]=[C:10]3[CH:15]=[CH:14][CH:13]=[CH:12][N:11]3[C:16]=2[CH2:17][N:18]2[CH:23]=[CH:22][C:21]([O:55][CH2:54][CH3:53])=[N:20][C:19]2=[O:27])=[CH:6][CH:7]=1. (6) Given the reactants C([O:8][C:9]1[CH:14]=[CH:13][CH:12]=[CH:11][C:10]=1[N:15]1[C:19]2[CH:20]=[CH:21][CH:22]=[CH:23][C:18]=2[C:17](=[N:24][C:25]2[CH:30]=[CH:29][CH:28]=[C:27]([C:31]([F:34])([F:33])[F:32])[CH:26]=2)[C:16]1=[O:35])C1C=CC=CC=1.C([O-])=O.[NH4+], predict the reaction product. The product is: [OH:8][C:9]1[CH:14]=[CH:13][CH:12]=[CH:11][C:10]=1[N:15]1[C:19]2[CH:20]=[CH:21][CH:22]=[CH:23][C:18]=2[C:17](=[N:24][C:25]2[CH:30]=[CH:29][CH:28]=[C:27]([C:31]([F:34])([F:32])[F:33])[CH:26]=2)[C:16]1=[O:35]. (7) The product is: [Br:16][C:17]1[CH:18]=[C:19]([CH:23]=[C:24]([Br:26])[CH:25]=1)[C:20]([N:14]([CH2:13][C@H:9]([C:6]1[CH:7]=[CH:8][C:3]([F:2])=[CH:4][CH:5]=1)[CH2:10][CH2:11][OH:12])[CH3:15])=[O:21]. Given the reactants O.[F:2][C:3]1[CH:8]=[CH:7][C:6]([C@@H:9]([CH2:13][NH:14][CH3:15])[CH2:10][CH2:11][OH:12])=[CH:5][CH:4]=1.[Br:16][C:17]1[CH:18]=[C:19]([CH:23]=[C:24]([Br:26])[CH:25]=1)[C:20](Cl)=[O:21], predict the reaction product. (8) Given the reactants [F:1][C:2]1[CH:20]=[CH:19][C:5]([CH2:6][C:7]2[CH:8]=[N:9][C:10]3[N:11]([N:13]=[CH:14][C:15]=3[C:16](O)=[O:17])[CH:12]=2)=[CH:4][C:3]=1[C:21]([F:24])([F:23])[F:22].Cl.[NH2:26][CH2:27][C:28]([NH2:30])=[O:29].CN(C(ON1N=NC2C=CC=CC1=2)=[N+](C)C)C.[B-](F)(F)(F)F.C(N(CC)C(C)C)(C)C.Cl, predict the reaction product. The product is: [NH2:30][C:28](=[O:29])[CH2:27][NH:26][C:16]([C:15]1[CH:14]=[N:13][N:11]2[CH:12]=[C:7]([CH2:6][C:5]3[CH:19]=[CH:20][C:2]([F:1])=[C:3]([C:21]([F:24])([F:23])[F:22])[CH:4]=3)[CH:8]=[N:9][C:10]=12)=[O:17]. (9) Given the reactants [NH2:1][C:2]1[CH:7]=[CH:6][C:5]([C:8]2[NH:9][C:10]([C@H:14]3[N:22]4[C:17](=[CH:18][C:19]([C:24]5[CH:29]=[C:28]([Cl:30])[CH:27]=[CH:26][C:25]=5[N:31]5[CH:35]=[N:34][N:33]=[N:32]5)=[CH:20][C:21]4=[O:23])[CH2:16][CH2:15]3)=[C:11]([Cl:13])[N:12]=2)=[CH:4][CH:3]=1.[C:36](Cl)(=[O:38])[CH3:37], predict the reaction product. The product is: [Cl:13][C:11]1[N:12]=[C:8]([C:5]2[CH:4]=[CH:3][C:2]([NH:1][C:36](=[O:38])[CH3:37])=[CH:7][CH:6]=2)[NH:9][C:10]=1[C@H:14]1[N:22]2[C:17](=[CH:18][C:19]([C:24]3[CH:29]=[C:28]([Cl:30])[CH:27]=[CH:26][C:25]=3[N:31]3[CH:35]=[N:34][N:33]=[N:32]3)=[CH:20][C:21]2=[O:23])[CH2:16][CH2:15]1.